From a dataset of Full USPTO retrosynthesis dataset with 1.9M reactions from patents (1976-2016). Predict the reactants needed to synthesize the given product. Given the product [Cl:8][C:5]1[C:4]([NH:9][S:10]([C:13]2[CH:18]=[CH:17][C:16]([F:19])=[CH:15][CH:14]=2)(=[O:12])=[O:11])=[CH:3][C:2]([N:66]=[C:53]([C:54]2[CH:59]=[CH:58][CH:57]=[CH:56][CH:55]=2)[C:60]2[CH:65]=[CH:64][CH:63]=[CH:62][CH:61]=2)=[CH:7][N:6]=1, predict the reactants needed to synthesize it. The reactants are: Br[C:2]1[CH:3]=[C:4]([NH:9][S:10]([C:13]2[CH:18]=[CH:17][C:16]([F:19])=[CH:15][CH:14]=2)(=[O:12])=[O:11])[C:5]([Cl:8])=[N:6][CH:7]=1.C1(P(C2C3CC4C(=CC=CC=4)OC=3C=CC=2)C2C=CC=CC=2)C=CC=CC=1.CC(C)([O-])C.[Na+].[C:53](=[NH:66])([C:60]1[CH:65]=[CH:64][CH:63]=[CH:62][CH:61]=1)[C:54]1[CH:59]=[CH:58][CH:57]=[CH:56][CH:55]=1.